Dataset: Forward reaction prediction with 1.9M reactions from USPTO patents (1976-2016). Task: Predict the product of the given reaction. (1) Given the reactants [NH2:1][C:2]1[N:7]=[CH:6][C:5]([O:8][C:9]2[C:18]3[CH2:17][N:16]([CH2:19][C:20]4[CH:25]=[CH:24][C:23]([O:26][CH3:27])=[CH:22][CH:21]=4)[C:15](=[O:28])[NH:14][C:13]=3[N:12]=[CH:11][CH:10]=2)=[CH:4][CH:3]=1.[F:29][C:30]1[CH:35]=[CH:34][C:33]([N:36]2[CH:41]=[CH:40][CH:39]=[C:38]([C:42](O)=[O:43])[C:37]2=[O:45])=[CH:32][CH:31]=1.C(N(CC)C(C)C)(C)C, predict the reaction product. The product is: [CH3:27][O:26][C:23]1[CH:24]=[CH:25][C:20]([CH2:19][N:16]2[CH2:17][C:18]3[C:9]([O:8][C:5]4[CH:4]=[CH:3][C:2]([NH:1][C:42]([C:38]5[C:37](=[O:45])[N:36]([C:33]6[CH:32]=[CH:31][C:30]([F:29])=[CH:35][CH:34]=6)[CH:41]=[CH:40][CH:39]=5)=[O:43])=[N:7][CH:6]=4)=[CH:10][CH:11]=[N:12][C:13]=3[NH:14][C:15]2=[O:28])=[CH:21][CH:22]=1. (2) Given the reactants CO[C:3]([NH:5][C@H:6]([C:10]1[CH:15]=[CH:14][CH:13]=[CH:12][CH:11]=1)[C:7]([OH:9])=O)=O.[OH:16][C@@H:17]1[CH2:21][N:20]([C:22](=[O:32])[C@@H:23]([NH:27][C:28]([O:30][CH3:31])=[O:29])[CH:24]([CH3:26])[CH3:25])[C@H:19]([C:33]2[NH:34][CH:35]=[C:36]([C:38]3[CH:39]=[C:40]4[C:45](=[CH:46][CH:47]=3)[CH:44]=[C:43]([C:48]3[CH:53]=[CH:52][C:51]([C:54]5[NH:58][C:57]([C@@H:59]6[CH2:63][CH2:62][CH2:61][N:60]6C(OC(C)(C)C)=O)=[N:56][CH:55]=5)=[CH:50][CH:49]=3)[CH:42]=[CH:41]4)[N:37]=2)[CH2:18]1.O[C@@H:72]1CN(C(=O)[C@@H](NC(OC)=O)C(C)C)[C@H](C2NC=C(C3C=CC(C4C=C5C(=CC=4)C=C(C4NC([C@@H]6CCCN6C(OC(C)(C)C)=O)=NC=4)C=C5)=CC=3)N=2)C1, predict the reaction product. The product is: [CH3:31][O:30][C:28](=[O:29])[NH:27][CH:23]([C:22]([N:20]1[CH2:21][C:17](=[O:16])[CH2:18][CH:19]1[C:33]1[NH:34][CH:35]=[C:36]([C:38]2[CH:47]=[CH:46][C:45]3[C:40](=[CH:41][CH:42]=[C:43]([C:48]4[CH:53]=[CH:52][C:51]([C:54]5[NH:58][C:57]([CH:59]6[CH2:63][CH2:62][CH2:61][N:60]6[C:7](=[O:9])[CH:6]([N:5]([CH3:3])[CH3:72])[C:10]6[CH:11]=[CH:12][CH:13]=[CH:14][CH:15]=6)=[N:56][CH:55]=5)=[CH:50][CH:49]=4)[CH:44]=3)[CH:39]=2)[N:37]=1)=[O:32])[CH:24]([CH3:26])[CH3:25].